From a dataset of Peptide-MHC class I binding affinity with 185,985 pairs from IEDB/IMGT. Regression. Given a peptide amino acid sequence and an MHC pseudo amino acid sequence, predict their binding affinity value. This is MHC class I binding data. (1) The peptide sequence is IVNRNRQGY. The MHC is HLA-B15:01 with pseudo-sequence HLA-B15:01. The binding affinity (normalized) is 0.613. (2) The peptide sequence is VLPHLCLDYK. The MHC is H-2-Dd with pseudo-sequence H-2-Dd. The binding affinity (normalized) is 0. (3) The peptide sequence is TKDETREQL. The MHC is HLA-A30:01 with pseudo-sequence HLA-A30:01. The binding affinity (normalized) is 0.0847. (4) The peptide sequence is KFINGASTM. The MHC is H-2-Kd with pseudo-sequence H-2-Kd. The binding affinity (normalized) is 0.948. (5) The peptide sequence is WEQWWTDY. The MHC is Mamu-A11 with pseudo-sequence Mamu-A11. The binding affinity (normalized) is 0.156. (6) The peptide sequence is FPHTELANL. The MHC is HLA-B53:01 with pseudo-sequence HLA-B53:01. The binding affinity (normalized) is 0.501. (7) The peptide sequence is QNYVCKHTY. The MHC is HLA-A30:02 with pseudo-sequence HLA-A30:02. The binding affinity (normalized) is 0. (8) The peptide sequence is SGNVYVKF. The MHC is Mamu-B52 with pseudo-sequence Mamu-B52. The binding affinity (normalized) is 0.769.